This data is from Catalyst prediction with 721,799 reactions and 888 catalyst types from USPTO. The task is: Predict which catalyst facilitates the given reaction. (1) Reactant: [NH2:1][C:2]1[N:18]=[CH:17][C:16]([Br:19])=[CH:15][C:3]=1[C:4]([NH:6][CH2:7][C:8]1[CH:13]=[CH:12][C:11]([F:14])=[CH:10][CH:9]=1)=[O:5].[OH-].[Na+].[CH2:22]=O. Product: [Br:19][C:16]1[CH:17]=[N:18][C:2]2[NH:1][CH2:22][N:6]([CH2:7][C:8]3[CH:9]=[CH:10][C:11]([F:14])=[CH:12][CH:13]=3)[C:4](=[O:5])[C:3]=2[CH:15]=1. The catalyst class is: 14. (2) Reactant: Br.C([O:4][P:5]([CH2:10][CH2:11][CH2:12][N:13]([CH3:30])[CH2:14][CH2:15][CH2:16][CH2:17][CH2:18][CH2:19][CH2:20][CH2:21][CH2:22][CH2:23][CH2:24][CH2:25][CH2:26][CH2:27][CH2:28][CH3:29])(=[O:9])[O:6]CC)C.Br[Si](C)(C)C.C([Si](C)(C)C)C=C. Product: [CH3:30][N:13]([CH2:12][CH2:11][CH2:10][P:5](=[O:4])([OH:9])[OH:6])[CH2:14][CH2:15][CH2:16][CH2:17][CH2:18][CH2:19][CH2:20][CH2:21][CH2:22][CH2:23][CH2:24][CH2:25][CH2:26][CH2:27][CH2:28][CH3:29]. The catalyst class is: 4.